Dataset: Catalyst prediction with 721,799 reactions and 888 catalyst types from USPTO. Task: Predict which catalyst facilitates the given reaction. (1) Reactant: [Cl:1][C:2]1[N:7]=[C:6]([C:8]([O:10][CH2:11][CH3:12])=[O:9])[C:5]([N+:13]([O-])=O)=[C:4]([Cl:16])[N:3]=1.C(=O)([O-])[O-].[Na+].[Na+]. Product: [NH2:13][C:5]1[C:6]([C:8]([O:10][CH2:11][CH3:12])=[O:9])=[N:7][C:2]([Cl:1])=[N:3][C:4]=1[Cl:16]. The catalyst class is: 84. (2) Reactant: [NH2:1][C:2]1[NH:6][N:5]=[C:4]([CH3:7])[C:3]=1[C:8]1[C:13]([CH3:14])=[CH:12][C:11]([Cl:15])=[CH:10][C:9]=1[CH3:16].[C:17](OCC)(=[O:22])[CH2:18][C:19]([CH3:21])=O. Product: [OH:22][C:17]1[N:6]2[N:5]=[C:4]([CH3:7])[C:3]([C:8]3[C:13]([CH3:14])=[CH:12][C:11]([Cl:15])=[CH:10][C:9]=3[CH3:16])=[C:2]2[N:1]=[C:19]([CH3:21])[CH:18]=1. The catalyst class is: 15. (3) Reactant: [Si:1]([O:8][CH2:9]/[CH:10]=[CH:11]/[C@@H:12]([NH:16][C:17](=[O:23])[O:18][C:19]([CH3:22])([CH3:21])[CH3:20])[CH2:13][CH2:14][CH3:15])([C:4]([CH3:7])([CH3:6])[CH3:5])([CH3:3])[CH3:2]. Product: [Si:1]([O:8][CH2:9][CH2:10][CH2:11][C@@H:12]([NH:16][C:17](=[O:23])[O:18][C:19]([CH3:22])([CH3:21])[CH3:20])[CH2:13][CH2:14][CH3:15])([C:4]([CH3:5])([CH3:6])[CH3:7])([CH3:3])[CH3:2]. The catalyst class is: 99. (4) Reactant: [CH3:1][C:2]1[N:3]=[C:4]2[CH:9]=[N:8][CH:7]=[CH:6][N:5]2[CH:10]=1. Product: [CH3:1][C:2]1[N:3]=[C:4]2[CH2:9][NH:8][CH2:7][CH2:6][N:5]2[CH:10]=1. The catalyst class is: 19. (5) Reactant: S(O)(=O)(=O)C.[NH2:6][C@@H:7]([CH2:23][C:24]1[CH:29]=[CH:28][C:27]([OH:30])=[C:26]([OH:31])[CH:25]=1)[C:8]([O:10][CH2:11][C@H:12]([O:14][C:15]([C:17]1[CH:22]=[CH:21][CH:20]=[CH:19][CH:18]=1)=[O:16])[CH3:13])=[O:9].C(OC(N[C@@H](CC1C=CC(O)=C(O)C=1)C(OC[C@H](OC(C1C=CC=CC=1)=O)C)=O)=O)(C)(C)C.ClCCl. Product: [NH2:6][C@@H:7]([CH2:23][C:24]1[CH:29]=[CH:28][C:27]([OH:30])=[C:26]([OH:31])[CH:25]=1)[C:8]([O:10][CH2:11][C@H:12]([O:14][C:15]([C:17]1[CH:22]=[CH:21][CH:20]=[CH:19][CH:18]=1)=[O:16])[CH3:13])=[O:9]. The catalyst class is: 12.